Dataset: Forward reaction prediction with 1.9M reactions from USPTO patents (1976-2016). Task: Predict the product of the given reaction. (1) The product is: [Br:1][C:11]1[C:6]([CH2:5][CH2:4][OH:3])=[CH:7][C:8]([O:12][CH3:13])=[N:9][CH:10]=1. Given the reactants [Br:1]Br.[OH:3][CH2:4][CH2:5][C:6]1[CH:11]=[CH:10][N:9]=[C:8]([O:12][CH3:13])[CH:7]=1.[OH-].[Na+], predict the reaction product. (2) Given the reactants [NH2:1][C:2]1[S:3][C:4]([C:17]2[CH:22]=[CH:21][CH:20]=[C:19]([F:23])[CH:18]=2)=[C:5]([C:7]([N:9]2[C@H:14]([CH2:15][NH2:16])[CH2:13][C@H:12]3[C@@H:10]2[CH2:11]3)=[O:8])[N:6]=1.[CH3:24][C:25]1[N:26]2[C:32]([C:33](O)=[O:34])=[CH:31][N:30]=[C:27]2[S:28][CH:29]=1, predict the reaction product. The product is: [NH2:1][C:2]1[S:3][C:4]([C:17]2[CH:22]=[CH:21][CH:20]=[C:19]([F:23])[CH:18]=2)=[C:5]([C:7]([N:9]2[C@H:14]([CH2:15][NH:16][C:33]([C:32]3[N:26]4[C:27]([S:28][CH:29]=[C:25]4[CH3:24])=[N:30][CH:31]=3)=[O:34])[CH2:13][C@H:12]3[C@@H:10]2[CH2:11]3)=[O:8])[N:6]=1. (3) Given the reactants [Cl:1][C:2]1[CH:3]=[CH:4][C:5]([CH2:8][O:9][C:10]2[CH:15]=[CH:14][NH:13][C:12](=[O:16])[CH:11]=2)=[N:6][CH:7]=1.Br[C:18]1[CH:23]=[CH:22][C:21]2[C:24]3[CH2:25][N:26]([C:31]([O:33][C:34]([CH3:37])([CH3:36])[CH3:35])=[O:32])[CH2:27][CH2:28][C:29]=3[O:30][C:20]=2[CH:19]=1.C([O-])([O-])=O.[Cs+].[Cs+].CN[C@@H]1CCCC[C@H]1NC, predict the reaction product. The product is: [Cl:1][C:2]1[CH:3]=[CH:4][C:5]([CH2:8][O:9][C:10]2[CH:15]=[CH:14][N:13]([C:18]3[CH:23]=[CH:22][C:21]4[C:24]5[CH2:25][N:26]([C:31]([O:33][C:34]([CH3:37])([CH3:36])[CH3:35])=[O:32])[CH2:27][CH2:28][C:29]=5[O:30][C:20]=4[CH:19]=3)[C:12](=[O:16])[CH:11]=2)=[N:6][CH:7]=1.